This data is from NCI-60 drug combinations with 297,098 pairs across 59 cell lines. The task is: Regression. Given two drug SMILES strings and cell line genomic features, predict the synergy score measuring deviation from expected non-interaction effect. (1) Drug 1: C1CCC(CC1)NC(=O)N(CCCl)N=O. Drug 2: N.N.Cl[Pt+2]Cl. Cell line: OVCAR-4. Synergy scores: CSS=3.16, Synergy_ZIP=3.26, Synergy_Bliss=-0.0526, Synergy_Loewe=-0.447, Synergy_HSA=0.395. (2) Drug 1: C1=NC2=C(N=C(N=C2N1C3C(C(C(O3)CO)O)O)F)N. Drug 2: CN1C2=C(C=C(C=C2)N(CCCl)CCCl)N=C1CCCC(=O)O.Cl. Cell line: SR. Synergy scores: CSS=3.20, Synergy_ZIP=-2.90, Synergy_Bliss=-2.53, Synergy_Loewe=0.807, Synergy_HSA=-1.20. (3) Drug 1: CC1=CC2C(CCC3(C2CCC3(C(=O)C)OC(=O)C)C)C4(C1=CC(=O)CC4)C. Drug 2: C1=CC(=CC=C1CC(C(=O)O)N)N(CCCl)CCCl.Cl. Cell line: OVCAR-4. Synergy scores: CSS=8.50, Synergy_ZIP=1.81, Synergy_Bliss=9.75, Synergy_Loewe=5.99, Synergy_HSA=5.99. (4) Cell line: SW-620. Drug 2: C1=CC=C(C(=C1)C(C2=CC=C(C=C2)Cl)C(Cl)Cl)Cl. Drug 1: CC1=C2C(C(=O)C3(C(CC4C(C3C(C(C2(C)C)(CC1OC(=O)C(C(C5=CC=CC=C5)NC(=O)OC(C)(C)C)O)O)OC(=O)C6=CC=CC=C6)(CO4)OC(=O)C)O)C)O. Synergy scores: CSS=1.99, Synergy_ZIP=8.16, Synergy_Bliss=10.9, Synergy_Loewe=6.05, Synergy_HSA=5.38. (5) Drug 1: CCC1(CC2CC(C3=C(CCN(C2)C1)C4=CC=CC=C4N3)(C5=C(C=C6C(=C5)C78CCN9C7C(C=CC9)(C(C(C8N6C)(C(=O)OC)O)OC(=O)C)CC)OC)C(=O)OC)O.OS(=O)(=O)O. Drug 2: CC12CCC3C(C1CCC2O)C(CC4=C3C=CC(=C4)O)CCCCCCCCCS(=O)CCCC(C(F)(F)F)(F)F. Cell line: SW-620. Synergy scores: CSS=-5.42, Synergy_ZIP=-0.374, Synergy_Bliss=-9.25, Synergy_Loewe=-9.68, Synergy_HSA=-10.9. (6) Drug 1: C1=CC(=CC=C1CC(C(=O)O)N)N(CCCl)CCCl.Cl. Drug 2: C1C(C(OC1N2C=NC3=C2NC=NCC3O)CO)O. Cell line: SNB-75. Synergy scores: CSS=4.22, Synergy_ZIP=-1.41, Synergy_Bliss=-1.93, Synergy_Loewe=-4.20, Synergy_HSA=-4.18.